Predict the reaction yield, written as a fraction of the theoretical maximum amount of product (1.0 means a 100% yield; for example, 0.34 means a 34% yield). From a dataset of Reaction yield outcomes from USPTO patents with 853,638 reactions. (1) The reactants are [C:1](Cl)(=[O:10])[C:2]1[CH:7]=[CH:6][CH:5]=[C:4]([O:8][CH3:9])[CH:3]=1.[NH2:12][C@@H:13]([CH2:17][CH2:18][CH:19]1[CH2:24][CH2:23][CH2:22][CH2:21][CH2:20]1)[C:14]([OH:16])=O.[CH2:25]([CH2:27][NH2:28])O.[F:29][C:30]1[CH:38]=[C:37]2[C:33]([CH2:34][CH2:35][NH:36]2)=[CH:32][CH:31]=1. No catalyst specified. The product is [CH:19]1([CH2:18][CH2:17][C@H:13]([NH:12][C:1](=[O:10])[C:2]2[CH:7]=[CH:6][CH:5]=[C:4]([O:8][CH3:9])[CH:3]=2)[C:14](=[O:16])[NH:28][CH2:27][CH2:25][N:36]2[C:37]3[C:33](=[CH:32][CH:31]=[C:30]([F:29])[CH:38]=3)[CH2:34][CH2:35]2)[CH2:24][CH2:23][CH2:22][CH2:21][CH2:20]1. The yield is 0.400. (2) The reactants are [C:1]([NH:9][C@H:10]([C:12]([OH:14])=O)[CH3:11])(=[O:8])[C:2]1[CH:7]=[CH:6][CH:5]=[CH:4][CH:3]=1.C(C1NC=CN=1)(C1NC=CN=1)=O.[C:27]([O:30][CH2:31][CH3:32])(=[O:29])[CH3:28].[Li+].CC([N-]C(C)C)C. The catalyst is C1COCC1. The product is [C:1]([NH:9][CH:10]([CH3:11])[C:12](=[O:14])[CH2:28][C:27]([O:30][CH2:31][CH3:32])=[O:29])(=[O:8])[C:2]1[CH:3]=[CH:4][CH:5]=[CH:6][CH:7]=1. The yield is 0.955. (3) The reactants are C1C(=O)N([Br:8])C(=O)C1.[CH2:9]([C:11]1[C:19]2[C:14](=[N:15][CH:16]=[C:17]3[CH:22]=[N:21][N:20]([CH3:23])[C:18]3=2)[N:13]([S:24]([C:27]2[CH:33]=[CH:32][C:30]([CH3:31])=[CH:29][CH:28]=2)(=[O:26])=[O:25])[CH:12]=1)[CH3:10]. The catalyst is C1COCC1.[O-]S([O-])(=S)=O.[Na+].[Na+]. The product is [Br:8][C:22]1[C:17]2[C:18](=[C:19]3[C:11]([CH2:9][CH3:10])=[CH:12][N:13]([S:24]([C:27]4[CH:28]=[CH:29][C:30]([CH3:31])=[CH:32][CH:33]=4)(=[O:26])=[O:25])[C:14]3=[N:15][CH:16]=2)[N:20]([CH3:23])[N:21]=1. The yield is 0.750. (4) The reactants are [CH2:1]([C:3]1[CH:4]=[N:5][N:6]([CH3:17])[C:7]=1[C:8]1[CH:9]=[C:10]([C:13]([O:15][CH3:16])=[O:14])[S:11][CH:12]=1)[CH3:2].C1C(=O)N([Cl:25])C(=O)C1. The catalyst is CN(C)C=O. The product is [Cl:25][C:4]1[C:3]([CH2:1][CH3:2])=[C:7]([C:8]2[CH:9]=[C:10]([C:13]([O:15][CH3:16])=[O:14])[S:11][CH:12]=2)[N:6]([CH3:17])[N:5]=1. The yield is 0.560. (5) The reactants are [CH3:1][O:2][C:3]([N:5]1[CH2:10][CH2:9][CH:8]([C:11]2[C:12]3[CH:22]=[CH:21][C:20]([C:23]([F:26])([F:25])[F:24])=[CH:19][C:13]=3[S:14][C:15]=2C(O)=O)[CH2:7][CH2:6]1)=[O:4]. The catalyst is N1C2C(=CC=CC=2)C=CC=1.CCOC(C)=O.[Cu]. The product is [CH3:1][O:2][C:3]([N:5]1[CH2:6][CH2:7][CH:8]([C:11]2[C:12]3[CH:22]=[CH:21][C:20]([C:23]([F:26])([F:24])[F:25])=[CH:19][C:13]=3[S:14][CH:15]=2)[CH2:9][CH2:10]1)=[O:4]. The yield is 0.820. (6) The reactants are [CH3:1][C@H:2]1[C:10]2[C:9]([N:11]3[CH2:16][CH2:15][N:14](C(OC(C)(C)C)=O)[CH2:13][CH2:12]3)=[N:8][CH:7]=[N:6][C:5]=2[CH2:4][CH2:3]1.[ClH:24]. The catalyst is C(Cl)Cl. The product is [ClH:24].[ClH:24].[CH3:1][C@H:2]1[C:10]2[C:9]([N:11]3[CH2:16][CH2:15][NH:14][CH2:13][CH2:12]3)=[N:8][CH:7]=[N:6][C:5]=2[CH2:4][CH2:3]1. The yield is 0.990.